Task: Predict the reaction yield, written as a fraction of the theoretical maximum amount of product (1.0 means a 100% yield; for example, 0.34 means a 34% yield).. Dataset: Reaction yield outcomes from USPTO patents with 853,638 reactions (1) The product is [N:33]([CH:6]1[CH2:10][CH:9]([C:11]2[N:15]3[C:16]4[CH:22]=[CH:21][N:20]([CH2:23][O:24][CH2:25][CH2:26][Si:27]([CH3:30])([CH3:29])[CH3:28])[C:17]=4[N:18]=[CH:19][C:14]3=[N:13][N:12]=2)[CH:8]([CH2:31][CH3:32])[CH2:7]1)=[N+:34]=[N-:35]. The catalyst is CN(C=O)C. The yield is 0.880. The reactants are CS(O[CH:6]1[CH2:10][CH:9]([C:11]2[N:15]3[C:16]4[CH:22]=[CH:21][N:20]([CH2:23][O:24][CH2:25][CH2:26][Si:27]([CH3:30])([CH3:29])[CH3:28])[C:17]=4[N:18]=[CH:19][C:14]3=[N:13][N:12]=2)[CH:8]([CH2:31][CH3:32])[CH2:7]1)(=O)=O.[N-:33]=[N+:34]=[N-:35].[Na+]. (2) The reactants are [CH3:1][O:2][C:3]1[CH:4]=[C:5]([NH:9][C:10]2[CH:15]=[CH:14][CH:13]=[CH:12][CH:11]=2)[CH:6]=[CH:7][CH:8]=1.[Cl-].[Al+3].[Cl-].[Cl-].[Cl-].[N+](C1C=CC=CC=1)([O-])=[O:22].CC[O:32][CH2:33][CH3:34]. No catalyst specified. The product is [CH3:1][O:2][C:3]1[CH:4]=[C:5]2[C:6]([C:34](=[O:22])[C:33](=[O:32])[N:9]2[C:10]2[CH:15]=[CH:14][CH:13]=[CH:12][CH:11]=2)=[CH:7][CH:8]=1. The yield is 0.500. (3) The reactants are [C:1]([C:3]1[C:8](=[O:9])[NH:7][C:6]([C:10]([O:12][CH2:13][CH3:14])=[O:11])=[CH:5][C:4]=1[CH3:15])#[N:2].F[B-](F)(F)F.[CH3:21][O+](C)C.[OH-].[Na+]. The catalyst is C(Cl)Cl. The product is [C:1]([C:3]1[C:4]([CH3:15])=[CH:5][C:6]([C:10]([O:12][CH2:13][CH3:14])=[O:11])=[N:7][C:8]=1[O:9][CH3:21])#[N:2]. The yield is 0.529. (4) The reactants are [C:1]([O:5][C:6]([N:8]1[CH2:13][CH2:12][C:11]([C:16]2[CH:21]=[CH:20][C:19]([Cl:22])=[CH:18][CH:17]=2)([C:14]#[N:15])[CH2:10][CH2:9]1)=[O:7])([CH3:4])([CH3:3])[CH3:2].N.[H][H].ClCCl. The catalyst is C(O)C.[Ni].O. The yield is 0.350. The product is [C:1]([O:5][C:6]([N:8]1[CH2:9][CH2:10][C:11]([CH2:14][NH2:15])([C:16]2[CH:21]=[CH:20][C:19]([Cl:22])=[CH:18][CH:17]=2)[CH2:12][CH2:13]1)=[O:7])([CH3:4])([CH3:3])[CH3:2]. (5) The reactants are [CH3:1][NH2:2].[CH:3]([C:5]1[CH:6]=[C:7]([CH:12]=[CH:13][CH:14]=1)[C:8](OC)=[O:9])=[O:4].C[Al](C)C.C1(C)C=CC=CC=1. The catalyst is C1COCC1. The product is [CH:3]([C:5]1[CH:6]=[C:7]([CH:12]=[CH:13][CH:14]=1)[C:8]([NH:2][CH3:1])=[O:9])=[O:4]. The yield is 0.580. (6) The reactants are [CH2:1]([N:8]1[C:12]([NH2:13])=[C:11]([CH3:14])[CH:10]=[N:9]1)[C:2]1[CH:7]=[CH:6][CH:5]=[CH:4][CH:3]=1.[O:15]1[CH2:20][CH2:19][C:18](=O)[CH2:17][CH2:16]1.C([BH3-])#N.[Na+].O. The catalyst is C(O)(=O)C. The product is [CH2:1]([N:8]1[C:12]([NH:13][CH:18]2[CH2:19][CH2:20][O:15][CH2:16][CH2:17]2)=[C:11]([CH3:14])[CH:10]=[N:9]1)[C:2]1[CH:3]=[CH:4][CH:5]=[CH:6][CH:7]=1. The yield is 0.380. (7) The reactants are [CH3:1][C:2]1[CH:7]=[C:6]([CH3:8])[N:5]=[C:4]([N:9]2[CH2:16][CH:15]3[CH:11]([CH2:12][NH:13][CH2:14]3)[CH2:10]2)[N:3]=1.[C:17]1([C:23]2[CH:27]=[CH:26][O:25][C:24]=2[C:28](O)=[O:29])[CH:22]=[CH:21][CH:20]=[CH:19][CH:18]=1.CN(C(ON1N=NC2C=CC=NC1=2)=[N+](C)C)C.F[P-](F)(F)(F)(F)F.CCN(C(C)C)C(C)C. The catalyst is C(OCC)(=O)C.CN(C=O)C. The product is [CH3:1][C:2]1[CH:7]=[C:6]([CH3:8])[N:5]=[C:4]([N:9]2[CH2:16][CH:15]3[CH:11]([CH2:12][N:13]([C:28]([C:24]4[O:25][CH:26]=[CH:27][C:23]=4[C:17]4[CH:18]=[CH:19][CH:20]=[CH:21][CH:22]=4)=[O:29])[CH2:14]3)[CH2:10]2)[N:3]=1. The yield is 0.280. (8) The reactants are [CH3:1][N:2]1[C:6]([CH3:8])([CH3:7])[CH2:5][CH:4]([C:9]([O:11][CH2:12][C:13]2[CH:18]=[CH:17][CH:16]=[CH:15][CH:14]=2)=[O:10])[C:3]1=[O:19].[H-].[Na+].Cl[C:23]1[N:28]=[CH:27][C:26]([C:29]#[C:30][C:31]2[CH:36]=[CH:35][CH:34]=[CH:33][CH:32]=2)=[CH:25][N:24]=1. The catalyst is CN(C=O)C. The product is [CH3:1][N:2]1[C:6]([CH3:8])([CH3:7])[CH2:5][C:4]([C:23]2[N:24]=[CH:25][C:26]([C:29]#[C:30][C:31]3[CH:36]=[CH:35][CH:34]=[CH:33][CH:32]=3)=[CH:27][N:28]=2)([C:9]([O:11][CH2:12][C:13]2[CH:18]=[CH:17][CH:16]=[CH:15][CH:14]=2)=[O:10])[C:3]1=[O:19]. The yield is 0.800. (9) The reactants are [F:1][C:2]([F:7])([F:6])[C:3](=[NH:5])[NH2:4].[CH:8]1(/[C:12](/O)=[CH:13]/[C:14](=O)[C:15]([O:17][CH2:18][CH3:19])=[O:16])[CH2:11][CH2:10][CH2:9]1.Cl. The catalyst is C(O)C. The product is [CH:8]1([C:12]2[N:4]=[C:3]([C:2]([F:7])([F:6])[F:1])[N:5]=[C:14]([C:15]([O:17][CH2:18][CH3:19])=[O:16])[CH:13]=2)[CH2:9][CH2:10][CH2:11]1. The yield is 0.480.